Dataset: Full USPTO retrosynthesis dataset with 1.9M reactions from patents (1976-2016). Task: Predict the reactants needed to synthesize the given product. (1) Given the product [Cl:1][C:2]1[CH:3]=[CH:4][C:5]([O:6][CH:7]2[CH2:12][CH2:11][N:10]([C:13]([C:15]3[CH:20]=[C:19]([CH2:21][NH:22][C:23](=[O:24])[C:42]([CH3:44])([CH3:43])[CH3:41])[CH:18]=[CH:17][N:16]=3)=[O:14])[CH2:9][CH2:8]2)=[CH:30][CH:31]=1, predict the reactants needed to synthesize it. The reactants are: [Cl:1][C:2]1[CH:31]=[CH:30][C:5]([O:6][CH:7]2[CH2:12][CH2:11][N:10]([C:13]([C:15]3[CH:20]=[C:19]([CH2:21][NH:22][C:23](=O)[O:24]C(C)(C)C)[CH:18]=[CH:17][N:16]=3)=[O:14])[CH2:9][CH2:8]2)=[CH:4][CH:3]=1.C(N(CC)C(C)C)(C)C.[C:41](Cl)(=O)[C:42](C)([CH3:44])[CH3:43].O. (2) The reactants are: Cl.Cl.[NH2:3][CH2:4][C:5]1[CH:10]=[CH:9][C:8]([C:11]2[N:15]3[CH:16]=[CH:17][C:18]([C:20]4[CH:25]=[CH:24][C:23]([C:26]([N:28]5[CH2:33][CH2:32][N:31]([CH3:34])[CH2:30][CH2:29]5)=[O:27])=[CH:22][CH:21]=4)=[CH:19][C:14]3=[N:13][CH:12]=2)=[CH:7][CH:6]=1.[F:35][C:36]([F:47])([F:46])[C:37]1[CH:38]=[C:39]([N:43]=[C:44]=[O:45])[CH:40]=[CH:41][CH:42]=1.C(N(CC)CC)C. Given the product [CH3:34][N:31]1[CH2:32][CH2:33][N:28]([C:26]([C:23]2[CH:22]=[CH:21][C:20]([C:18]3[CH:17]=[CH:16][N:15]4[C:11]([C:8]5[CH:7]=[CH:6][C:5]([CH2:4][NH:3][C:44]([NH:43][C:39]6[CH:40]=[CH:41][CH:42]=[C:37]([C:36]([F:35])([F:46])[F:47])[CH:38]=6)=[O:45])=[CH:10][CH:9]=5)=[CH:12][N:13]=[C:14]4[CH:19]=3)=[CH:25][CH:24]=2)=[O:27])[CH2:29][CH2:30]1, predict the reactants needed to synthesize it. (3) Given the product [OH:23][CH2:22][CH2:21][S:20][C:2]1[C:7](=[O:8])[NH:6][CH:5]=[C:4]([C:9]([O:11][CH2:12][CH3:13])=[O:10])[CH:3]=1, predict the reactants needed to synthesize it. The reactants are: I[C:2]1[C:7](=[O:8])[NH:6][CH:5]=[C:4]([C:9]([O:11][CH2:12][CH3:13])=[O:10])[CH:3]=1.C(=O)([O-])[O-].[K+].[K+].[SH:20][CH2:21][CH2:22][OH:23]. (4) Given the product [C:16]([O:15][C:14]([NH:1][C:2]1[CH:13]=[CH:12][C:5]2[CH:6]=[C:7]([C:9]([OH:11])=[O:10])[S:8][C:4]=2[CH:3]=1)=[O:20])([CH3:19])([CH3:18])[CH3:17], predict the reactants needed to synthesize it. The reactants are: [NH2:1][C:2]1[CH:13]=[CH:12][C:5]2[CH:6]=[C:7]([C:9]([OH:11])=[O:10])[S:8][C:4]=2[CH:3]=1.[C:14](O[C:14]([O:15][C:16]([CH3:19])([CH3:18])[CH3:17])=[O:20])(=[O:20])[O:15][C:16]([CH3:19])([CH3:18])[CH3:17].C(=O)(O)[O-].[Na+].C(O)(=O)CC(CC(O)=O)(C(O)=O)O.